Dataset: NCI-60 drug combinations with 297,098 pairs across 59 cell lines. Task: Regression. Given two drug SMILES strings and cell line genomic features, predict the synergy score measuring deviation from expected non-interaction effect. (1) Drug 1: C(CN)CNCCSP(=O)(O)O. Drug 2: COCCOC1=C(C=C2C(=C1)C(=NC=N2)NC3=CC=CC(=C3)C#C)OCCOC.Cl. Cell line: SNB-75. Synergy scores: CSS=2.02, Synergy_ZIP=-1.16, Synergy_Bliss=-0.899, Synergy_Loewe=0.694, Synergy_HSA=-0.101. (2) Drug 1: CC1=C(C(=CC=C1)Cl)NC(=O)C2=CN=C(S2)NC3=CC(=NC(=N3)C)N4CCN(CC4)CCO. Drug 2: CCC1(C2=C(COC1=O)C(=O)N3CC4=CC5=C(C=CC(=C5CN(C)C)O)N=C4C3=C2)O.Cl. Cell line: OVCAR-4. Synergy scores: CSS=6.65, Synergy_ZIP=-2.77, Synergy_Bliss=1.88, Synergy_Loewe=0.514, Synergy_HSA=2.14. (3) Drug 1: CNC(=O)C1=CC=CC=C1SC2=CC3=C(C=C2)C(=NN3)C=CC4=CC=CC=N4. Drug 2: CC1=C(C(=O)C2=C(C1=O)N3CC4C(C3(C2COC(=O)N)OC)N4)N. Cell line: A498. Synergy scores: CSS=22.9, Synergy_ZIP=-7.13, Synergy_Bliss=4.88, Synergy_Loewe=-1.31, Synergy_HSA=4.44.